Predict the reactants needed to synthesize the given product. From a dataset of Full USPTO retrosynthesis dataset with 1.9M reactions from patents (1976-2016). (1) Given the product [CH3:34][C:2]([CH3:33])([CH3:1])[C:3]([O:5][CH:6]([N:9]1[C:13]2[CH:14]=[CH:15][CH:16]=[CH:17][C:12]=2[N:11]=[C:10]1[S:18]([CH2:19][C:20]1[C:25]([CH3:26])=[C:24]([O:27][CH2:28][C:29]([F:32])([F:31])[F:30])[CH:23]=[CH:22][N:21]=1)=[O:40])[CH2:7][CH3:8])=[O:4], predict the reactants needed to synthesize it. The reactants are: [CH3:1][C:2]([CH3:34])([CH3:33])[C:3]([O:5][CH:6]([N:9]1[C:13]2[CH:14]=[CH:15][CH:16]=[CH:17][C:12]=2[N:11]=[C:10]1[S:18][CH2:19][C:20]1[C:25]([CH3:26])=[C:24]([O:27][CH2:28][C:29]([F:32])([F:31])[F:30])[CH:23]=[CH:22][N:21]=1)[CH2:7][CH3:8])=[O:4].ClC1C=C(C=CC=1)C(OO)=[O:40]. (2) Given the product [NH2:8][C:5]1[CH:6]=[CH:7][C:2]([Cl:1])=[CH:3][C:4]=1[C:15]([C:16]1[CH:21]=[CH:20][CH:19]=[C:18]([O:22][CH3:23])[C:17]=1[CH2:24][CH3:25])=[O:26], predict the reactants needed to synthesize it. The reactants are: [Cl:1][C:2]1[CH:7]=[CH:6][C:5]([NH:8]C(=O)C(C)(C)C)=[C:4]([C:15](=[O:26])[C:16]2[CH:21]=[CH:20][CH:19]=[C:18]([O:22][CH3:23])[C:17]=2[CH2:24][CH3:25])[CH:3]=1.[OH-].[K+].C(O)C. (3) The reactants are: Cl[C:2]1[C:11]2=[N:12][N:13](CC3C=CC(OC)=CC=3)[CH:14]=[C:10]2[C:9]2[CH:8]=[C:7]([O:24][CH3:25])[CH:6]=[CH:5][C:4]=2[N:3]=1.[NH2:26][C:27]1[CH:32]=[CH:31][C:30]([NH:33][C:34](=[O:36])[CH3:35])=[CH:29][CH:28]=1.Cl. Given the product [CH3:25][O:24][C:7]1[CH:6]=[CH:5][C:4]2[N:3]=[C:2]([NH:26][C:27]3[CH:28]=[CH:29][C:30]([NH:33][C:34](=[O:36])[CH3:35])=[CH:31][CH:32]=3)[C:11]3=[N:12][NH:13][CH:14]=[C:10]3[C:9]=2[CH:8]=1, predict the reactants needed to synthesize it.